From a dataset of CYP2C19 inhibition data for predicting drug metabolism from PubChem BioAssay. Regression/Classification. Given a drug SMILES string, predict its absorption, distribution, metabolism, or excretion properties. Task type varies by dataset: regression for continuous measurements (e.g., permeability, clearance, half-life) or binary classification for categorical outcomes (e.g., BBB penetration, CYP inhibition). Dataset: cyp2c19_veith. (1) The compound is CC(C)NCCCOc1ccc(Cl)cc1Br.O=C(O)C(=O)O. The result is 1 (inhibitor). (2) The compound is Clc1ccc2c(N3CCC(CCC4CCN(c5ncnc6cc(Cl)ccc56)CC4)CC3)ncnc2c1. The result is 0 (non-inhibitor). (3) The drug is C/C(CCC(=O)OC[C@@H]1O[C@H](C#Cc2ccccc2)C=C[C@@H]1Oc1ccc(C)cc1)=N/O[C@@H](C)c1cn([C@H](CO)Cc2ccccc2)nn1. The result is 1 (inhibitor). (4) The compound is C[N+](C)(CCCCCC[N+](C)(C)CCCN1C(=O)c2cccc3cccc(c23)C1=O)CCCN1C(=O)c2cccc3cccc(c23)C1=O. The result is 0 (non-inhibitor).